Dataset: Full USPTO retrosynthesis dataset with 1.9M reactions from patents (1976-2016). Task: Predict the reactants needed to synthesize the given product. (1) Given the product [NH2:11][C@H:6]1[CH2:7][CH2:8][CH2:9][CH2:10][C@H:5]1[C:3]([NH2:13])=[O:2], predict the reactants needed to synthesize it. The reactants are: C[O:2][C:3]([C@@H:5]1[CH2:10][CH2:9][CH2:8][CH2:7][C@@H:6]1[NH2:11])=O.[OH-].[NH4+:13]. (2) Given the product [C:1]([C:3]1[CH:4]=[CH:5][C:6]([NH:9][C:10]([CH:12]2[NH:16][CH:15]([CH2:17][C:18]([CH3:21])([CH3:20])[CH3:19])[C:14]3([C:29]4[C:24](=[CH:25][C:26]([Br:30])=[CH:27][CH:28]=4)[NH:23][C:22]3=[O:31])[CH:13]2[C:32]2[CH:37]=[CH:36][CH:35]=[C:34]([Cl:38])[C:33]=2[F:39])=[O:11])=[CH:7][CH:8]=1)(=[O:40])[NH2:2], predict the reactants needed to synthesize it. The reactants are: [C:1]([C:3]1[CH:8]=[CH:7][C:6]([NH:9][C:10]([CH:12]2[NH:16][CH:15]([CH2:17][C:18]([CH3:21])([CH3:20])[CH3:19])[C:14]3([C:29]4[C:24](=[CH:25][C:26]([Br:30])=[CH:27][CH:28]=4)[NH:23][C:22]3=[O:31])[CH:13]2[C:32]2[CH:37]=[CH:36][CH:35]=[C:34]([Cl:38])[C:33]=2[F:39])=[O:11])=[CH:5][CH:4]=1)#[N:2].[OH:40]O.[OH-].[Na+].